Dataset: Full USPTO retrosynthesis dataset with 1.9M reactions from patents (1976-2016). Task: Predict the reactants needed to synthesize the given product. (1) The reactants are: OC1C=CN2C(C(NC)=O)=C(C)N=C2C=1.[CH3:16][O:17][C:18]1[CH:23]=[CH:22][N:21]=[C:20]([NH2:24])[CH:19]=1.Cl[CH:26]([C:32](=O)[CH3:33])[C:27]([O:29][CH2:30][CH3:31])=[O:28]. Given the product [CH3:16][O:17][C:18]1[CH:23]=[CH:22][N:21]2[C:26]([C:27]([O:29][CH2:30][CH3:31])=[O:28])=[C:32]([CH3:33])[N:24]=[C:20]2[CH:19]=1, predict the reactants needed to synthesize it. (2) Given the product [OH:14][B:11]1[C:10]2[CH:15]=[CH:16][C:7]([O:6][C:5]3[CH:17]=[CH:18][C:2]([NH:1][C:26](=[O:28])[CH3:27])=[CH:3][CH:4]=3)=[CH:8][C:9]=2[CH2:13][O:12]1, predict the reactants needed to synthesize it. The reactants are: [NH2:1][C:2]1[CH:18]=[CH:17][C:5]([O:6][C:7]2[CH:16]=[CH:15][C:10]3[B:11]([OH:14])[O:12][CH2:13][C:9]=3[CH:8]=2)=[CH:4][CH:3]=1.CCN(CC)CC.[C:26](Cl)(=[O:28])[CH3:27]. (3) Given the product [Cl:1][C:2]1[CH:3]=[C:4]([NH:16][C:17]2[C:26]3[C:21](=[CH:22][CH:23]=[CH:24][C:25]=3[O:27][C@H:28]([CH3:33])[C:29]([N:37]3[CH2:38][CH2:39][CH2:40][C@H:36]3[CH2:35][OH:34])=[O:30])[N:20]=[CH:19][N:18]=2)[CH:5]=[CH:6][C:7]=1[O:8][CH2:9][C:10]1[CH:15]=[CH:14][CH:13]=[CH:12][N:11]=1, predict the reactants needed to synthesize it. The reactants are: [Cl:1][C:2]1[CH:3]=[C:4]([NH:16][C:17]2[C:26]3[C:21](=[CH:22][CH:23]=[CH:24][C:25]=3[O:27][C@H:28]([CH3:33])[C:29](OC)=[O:30])[N:20]=[CH:19][N:18]=2)[CH:5]=[CH:6][C:7]=1[O:8][CH2:9][C:10]1[CH:15]=[CH:14][CH:13]=[CH:12][N:11]=1.[OH:34][CH2:35][C@@H:36]1[CH2:40][CH2:39][CH2:38][NH:37]1. (4) Given the product [C:14]([O:17][CH2:18][C:19]1[S:43][C:4]([C:6]2[CH:11]=[CH:10][C:9]([Cl:12])=[C:8]([Cl:13])[CH:7]=2)=[CH:3][N:2]=1)(=[O:16])[CH3:15], predict the reactants needed to synthesize it. The reactants are: Cl.[NH2:2][CH2:3][C:4]([C:6]1[CH:11]=[CH:10][C:9]([Cl:12])=[C:8]([Cl:13])[CH:7]=1)=O.[C:14]([O:17][CH2:18][C:19](Cl)=O)(=[O:16])[CH3:15].C(N(CC)CC)C.C(=O)([O-])O.[Na+].COC1C=CC(P2(=S)SP(=S)(C3C=CC(OC)=CC=3)[S:43]2)=CC=1.